Dataset: Reaction yield outcomes from USPTO patents with 853,638 reactions. Task: Predict the reaction yield, written as a fraction of the theoretical maximum amount of product (1.0 means a 100% yield; for example, 0.34 means a 34% yield). (1) The reactants are [Li][CH2:2]CCC.[CH3:6][C:7]1([CH3:21])[CH2:12][O:11][CH:10]([C:13]2[CH:18]=[CH:17][CH:16]=[CH:15][CH:14]=2)[O:9][C@H:8]1[CH:19]=O. The catalyst is [Br-].C[P+](C1C=CC=CC=1)(C1C=CC=CC=1)C1C=CC=CC=1.O1CCCC1. The product is [CH3:21][C:7]1([CH3:6])[CH2:12][O:11][CH:10]([C:13]2[CH:14]=[CH:15][CH:16]=[CH:17][CH:18]=2)[O:9][C@H:8]1[CH:19]=[CH2:2]. The yield is 0.860. (2) The reactants are C([O:3][C:4](=[O:32])[C:5]1[CH:10]=[C:9]([N:11]2[C:15]([CH3:16])=[CH:14][CH:13]=[C:12]2[C:17]2[CH:22]=[CH:21][CH:20]=[CH:19][C:18]=2[O:23][CH2:24][C:25]2[CH:30]=[CH:29][C:28]([Cl:31])=[CH:27][CH:26]=2)[CH:8]=[N:7][CH:6]=1)C.C(O)C. The catalyst is C(OCC)(=O)C. The product is [Cl:31][C:28]1[CH:27]=[CH:26][C:25]([CH2:24][O:23][C:18]2[CH:19]=[CH:20][CH:21]=[CH:22][C:17]=2[C:12]2[N:11]([C:9]3[CH:8]=[N:7][CH:6]=[C:5]([CH:10]=3)[C:4]([OH:32])=[O:3])[C:15]([CH3:16])=[CH:14][CH:13]=2)=[CH:30][CH:29]=1. The yield is 0.710. (3) The reactants are [CH2:1]([CH2:3][NH2:4])[OH:2].C(N(CC)CC)C.[F:12][C:13]([F:24])([F:23])[C:14](O[C:14](=[O:15])[C:13]([F:24])([F:23])[F:12])=[O:15]. The catalyst is CO. The product is [F:12][C:13]([F:24])([F:23])[C:14]([NH:4][CH2:3][CH2:1][OH:2])=[O:15]. The yield is 0.940. (4) The reactants are [CH3:1][O:2][C:3]1[CH:8]=[CH:7][CH:6]=[CH:5][C:4]=1[C:9]1[CH:17]=[C:16]2[C:12]([CH2:13][C:14](=[O:18])[NH:15]2)=[CH:11][CH:10]=1.[CH3:19][N:20]([CH3:35])[CH2:21][CH2:22][NH:23][C:24]([C:26]1[C:30]([CH3:31])=[C:29]([CH:32]=O)[NH:28][C:27]=1[CH3:34])=[O:25]. No catalyst specified. The product is [CH3:19][N:20]([CH3:35])[CH2:21][CH2:22][NH:23][C:24]([C:26]1[C:30]([CH3:31])=[C:29]([CH:32]=[C:13]2[C:12]3[C:16](=[CH:17][C:9]([C:4]4[CH:5]=[CH:6][CH:7]=[CH:8][C:3]=4[O:2][CH3:1])=[CH:10][CH:11]=3)[NH:15][C:14]2=[O:18])[NH:28][C:27]=1[CH3:34])=[O:25]. The yield is 1.00. (5) The reactants are N1C=CN=C1.[C:6]([Si:10](Cl)([CH3:12])[CH3:11])([CH3:9])([CH3:8])[CH3:7].[CH2:14]([C:17]1[C:22]([O:23][CH3:24])=[CH:21][CH:20]=[CH:19][C:18]=1[C@@H:25]([OH:48])[C:26]#[C:27][CH2:28][CH2:29][C@@H:30]([O:40][Si:41]([C:44]([CH3:47])([CH3:46])[CH3:45])([CH3:43])[CH3:42])[CH2:31][O:32][Si:33]([C:36]([CH3:39])([CH3:38])[CH3:37])([CH3:35])[CH3:34])[CH:15]=[CH2:16]. The catalyst is CN(C=O)C. The product is [CH2:14]([C:17]1[C:22]([O:23][CH3:24])=[CH:21][CH:20]=[CH:19][C:18]=1[C@H:25]([C:26]#[C:27][CH2:28][CH2:29][C@@H:30]([O:40][Si:41]([C:44]([CH3:47])([CH3:46])[CH3:45])([CH3:42])[CH3:43])[CH2:31][O:32][Si:33]([CH3:35])([CH3:34])[C:36]([CH3:37])([CH3:38])[CH3:39])[O:48][Si:10]([CH3:12])([CH3:11])[C:6]([CH3:9])([CH3:8])[CH3:7])[CH:15]=[CH2:16]. The yield is 0.990. (6) The reactants are [Cl:1][C:2]1[CH:7]=[C:6](Cl)[N:5]=[CH:4][C:3]=1[CH2:9][OH:10].CC1(C)OB([C:17]2[CH:18]=[N:19][C:20]([C:23]([F:26])([F:25])[F:24])=[N:21][CH:22]=2)OC1(C)C.C(=O)([O-])[O-].[K+].[K+]. The catalyst is O1CCOCC1.C1C=CC(P(C2C=CC=CC=2)[C-]2C=CC=C2)=CC=1.C1C=CC(P(C2C=CC=CC=2)[C-]2C=CC=C2)=CC=1.Cl[Pd]Cl.[Fe+2]. The product is [Cl:1][C:2]1[CH:7]=[C:6]([C:17]2[CH:18]=[N:19][C:20]([C:23]([F:26])([F:25])[F:24])=[N:21][CH:22]=2)[N:5]=[CH:4][C:3]=1[CH2:9][OH:10]. The yield is 0.650. (7) The product is [CH3:1][S:2]([C:4]1[CH:5]=[CH:6][C:7]([CH2:10][CH2:11][C:12]([O:14][CH3:15])=[O:13])=[CH:8][CH:9]=1)(=[N:20][C:18](=[O:19])[C:17]([F:22])([F:21])[F:16])=[O:3]. The reactants are [CH3:1][S:2]([C:4]1[CH:9]=[CH:8][C:7]([CH2:10][CH2:11][C:12]([O:14][CH3:15])=[O:13])=[CH:6][CH:5]=1)=[O:3].[F:16][C:17]([F:22])([F:21])[C:18]([NH2:20])=[O:19]. The catalyst is C(Cl)Cl. The yield is 0.690.